Dataset: Reaction yield outcomes from USPTO patents with 853,638 reactions. Task: Predict the reaction yield, written as a fraction of the theoretical maximum amount of product (1.0 means a 100% yield; for example, 0.34 means a 34% yield). (1) The reactants are B.CSC.[CH:5]1([O:11][C:12]2[CH:13]=[CH:14][C:15]([C:18]#[N:19])=[N:16][CH:17]=2)[CH2:10][CH2:9][CH2:8][CH2:7][CH2:6]1.CO.Cl. The catalyst is C1COCC1. The product is [NH2:19][CH2:18][C:15]1[CH:14]=[CH:13][C:12]([O:11][CH:5]2[CH2:6][CH2:7][CH2:8][CH2:9][CH2:10]2)=[CH:17][N:16]=1. The yield is 0.360. (2) The reactants are [Cl-].O[NH3+:3].[C:4](=[O:7])([O-])[OH:5].[Na+].CS(C)=O.[CH3:13][N:14]([CH3:51])[C:15]1[N:16]([C:40]2[CH:41]=[CH:42][C:43]3[O:47][C:46]([CH3:49])([CH3:48])[CH2:45][C:44]=3[CH:50]=2)[C:17](=[O:39])[C:18]([CH2:24][C:25]2[CH:30]=[CH:29][C:28]([C:31]3[C:32]([C:37]#[N:38])=[CH:33][CH:34]=[CH:35][CH:36]=3)=[CH:27][CH:26]=2)=[C:19]([CH2:21][CH2:22][CH3:23])[N:20]=1. The catalyst is O. The product is [CH3:51][N:14]([CH3:13])[C:15]1[N:16]([C:40]2[CH:41]=[CH:42][C:43]3[O:47][C:46]([CH3:49])([CH3:48])[CH2:45][C:44]=3[CH:50]=2)[C:17](=[O:39])[C:18]([CH2:24][C:25]2[CH:26]=[CH:27][C:28]([C:31]3[CH:36]=[CH:35][CH:34]=[CH:33][C:32]=3[C:37]3[NH:3][C:4](=[O:7])[O:5][N:38]=3)=[CH:29][CH:30]=2)=[C:19]([CH2:21][CH2:22][CH3:23])[N:20]=1. The yield is 0.330.